The task is: Predict the reaction yield, written as a fraction of the theoretical maximum amount of product (1.0 means a 100% yield; for example, 0.34 means a 34% yield).. This data is from Reaction yield outcomes from USPTO patents with 853,638 reactions. (1) The reactants are C1(S([N:10]2[CH:14]=[C:13]([C:15]([C:17]3[CH:22]=[C:21]([O:23][CH3:24])[C:20]([O:25][CH3:26])=[C:19]([O:27][CH3:28])[CH:18]=3)=[O:16])[N:12]=[C:11]2[C:29]2[C:37]3[C:32](=[CH:33][CH:34]=[CH:35][CH:36]=3)[N:31](S(C3C=CC=CC=3)(=O)=O)[CH:30]=2)(=O)=O)C=CC=CC=1.[OH-].[Na+]. The catalyst is C(O)C.O. The product is [NH:31]1[C:32]2[C:37](=[CH:36][CH:35]=[CH:34][CH:33]=2)[C:29]([C:11]2[NH:10][CH:14]=[C:13]([C:15]([C:17]3[CH:22]=[C:21]([O:23][CH3:24])[C:20]([O:25][CH3:26])=[C:19]([O:27][CH3:28])[CH:18]=3)=[O:16])[N:12]=2)=[CH:30]1. The yield is 0.600. (2) The reactants are C1(C)C=CC=CC=1.[H-].[Li+].COCCO[Al+]OCCOC.[H-].[CH2:22]([S:29][CH:30]([CH2:46][CH2:47][C:48]1[CH:53]=[CH:52][CH:51]=[CH:50][CH:49]=1)[CH:31]([CH2:37][S:38][CH2:39][C:40]1[CH:45]=[CH:44][CH:43]=[CH:42][CH:41]=1)[NH:32]S(C)(=O)=O)[C:23]1[CH:28]=[CH:27][CH:26]=[CH:25][CH:24]=1.[OH-].[Na+]. The catalyst is C1(C)C=CC=CC=1. The product is [CH2:22]([S:29][CH:30]([CH2:46][CH2:47][C:48]1[CH:49]=[CH:50][CH:51]=[CH:52][CH:53]=1)[CH:31]([CH2:37][S:38][CH2:39][C:40]1[CH:41]=[CH:42][CH:43]=[CH:44][CH:45]=1)[NH2:32])[C:23]1[CH:24]=[CH:25][CH:26]=[CH:27][CH:28]=1. The yield is 0.710. (3) The reactants are C([N:8]1[CH2:17][CH2:16][C:15]2[N:14]=[C:13]([CH:18]3[CH2:20][CH2:19]3)[CH:12]=[CH:11][C:10]=2[CH2:9]1)C1C=CC=CC=1.[Cl:21]C(OC(Cl)C)=O. The catalyst is C1(C)C=CC=CC=1. The product is [ClH:21].[CH:18]1([C:13]2[CH:12]=[CH:11][C:10]3[CH2:9][NH:8][CH2:17][CH2:16][C:15]=3[N:14]=2)[CH2:20][CH2:19]1. The yield is 0.590. (4) The reactants are [C:1]1([NH:7][C:8]2[C:17]3[C:12](=[CH:13][CH:14]=[CH:15][CH:16]=3)[CH:11]=[CH:10][CH:9]=2)[CH:6]=[CH:5][CH:4]=[CH:3][CH:2]=1.Br[C:19]1[CH:24]=[CH:23][C:22]([C:25]2[CH:30]=[CH:29][C:28]([Br:31])=[CH:27][CH:26]=2)=[CH:21][CH:20]=1.CC(C)([O-])C.[Na+]. The catalyst is C1(C)C=CC=CC=1.C1C=CC(P(C2C=CC=CC=2)[C-]2C=CC=C2)=CC=1.C1C=CC(P(C2C=CC=CC=2)[C-]2C=CC=C2)=CC=1.Cl[Pd]Cl.[Fe+2]. The product is [Br:31][C:28]1[CH:29]=[CH:30][C:25]([C:22]2[CH:23]=[CH:24][C:19]([N:7]([C:1]3[CH:6]=[CH:5][CH:4]=[CH:3][CH:2]=3)[C:8]3[C:17]4[C:12](=[CH:13][CH:14]=[CH:15][CH:16]=4)[CH:11]=[CH:10][CH:9]=3)=[CH:20][CH:21]=2)=[CH:26][CH:27]=1. The yield is 0.620. (5) The reactants are Cl[C:2]1[CH:7]=[C:6]([C:8]2[C:12]3[C:13]([O:17][CH:18]4[CH2:23][CH2:22][O:21][CH2:20][CH2:19]4)=[N:14][CH:15]=[CH:16][C:11]=3[N:10](C(C3C=CC=CC=3)(C3C=CC=CC=3)C3C=CC=CC=3)[N:9]=2)[CH:5]=[CH:4][N:3]=1.Cl.[NH2:44][CH:45]1[CH2:48][O:47][CH2:46]1. No catalyst specified. The product is [O:47]1[CH2:48][CH:45]([NH:44][C:2]2[CH:7]=[C:6]([C:8]3[C:12]4[C:13]([O:17][CH:18]5[CH2:19][CH2:20][O:21][CH2:22][CH2:23]5)=[N:14][CH:15]=[CH:16][C:11]=4[NH:10][N:9]=3)[CH:5]=[CH:4][N:3]=2)[CH2:46]1. The yield is 0.190.